Regression/Classification. Given a drug SMILES string, predict its absorption, distribution, metabolism, or excretion properties. Task type varies by dataset: regression for continuous measurements (e.g., permeability, clearance, half-life) or binary classification for categorical outcomes (e.g., BBB penetration, CYP inhibition). Dataset: cyp2c19_veith. From a dataset of CYP2C19 inhibition data for predicting drug metabolism from PubChem BioAssay. (1) The compound is COc1ccc2[nH]cc(CCNc3cc(-c4ccccc4Cl)ncn3)c2c1. The result is 1 (inhibitor). (2) The molecule is O=C(CSc1nnc(-c2ccccn2)n1Cc1ccco1)Nc1ccc2c(c1)OCO2. The result is 1 (inhibitor). (3) The compound is Cc1c2c(nc3ccccc13)OCC2. The result is 0 (non-inhibitor). (4) The molecule is CC(C)CN1CC[C@@]2(CCCN(C(=O)Oc3ccccc3)C2)C1. The result is 0 (non-inhibitor). (5) The molecule is CNC[C@H](O)c1ccc(O)c(OC)c1. The result is 0 (non-inhibitor). (6) The result is 1 (inhibitor). The compound is CC12COC3(C(=O)Nc4nccs4)CC1CCC32C. (7) The result is 0 (non-inhibitor). The drug is CC[N@+]1(C)CCC[C@@H](OC(=O)C(O)(c2ccccc2)c2ccccc2)C1. (8) The molecule is CC(=O)CC(=O)[C@@]1(O)CC[C@@H]2[C@@H]3C=C(C)C4=CC(=O)CC[C@@H]4[C@H]3CC[C@]21C. The result is 1 (inhibitor). (9) The result is 1 (inhibitor). The compound is COc1ccc(/C=N/NC(=O)c2cccc([N+](=O)[O-])c2)cc1OS(=O)(=O)c1ccc(C)cc1.